This data is from Full USPTO retrosynthesis dataset with 1.9M reactions from patents (1976-2016). The task is: Predict the reactants needed to synthesize the given product. (1) Given the product [CH3:42][N:35]([C:36]1[CH:41]=[CH:40][CH:39]=[CH:38][CH:37]=1)[NH:34][C:32]([C:30]1[S:29][C:19]2[NH:20][N:21]=[C:17]([NH:16][C:14](=[O:15])[C:13]3[CH:43]=[CH:44][C:10]([CH2:9][N:6]4[CH2:5][CH2:4][NH:3][CH:2]([CH3:1])[CH2:7]4)=[CH:11][CH:12]=3)[C:18]=2[CH:31]=1)=[O:33], predict the reactants needed to synthesize it. The reactants are: [CH3:1][CH:2]1[CH2:7][NH:6][CH2:5][CH2:4][NH:3]1.Cl[CH2:9][C:10]1[CH:44]=[CH:43][C:13]([C:14]([NH:16][C:17]2[C:18]3[CH:31]=[C:30]([C:32]([NH:34][N:35]([CH3:42])[C:36]4[CH:41]=[CH:40][CH:39]=[CH:38][CH:37]=4)=[O:33])[S:29][C:19]=3[N:20](C(OC(C)(C)C)=O)[N:21]=2)=[O:15])=[CH:12][CH:11]=1.ClCC1C=CC(C(NC2C3C=C(C(NN(C4C=CC(Cl)=CC=4)C)=O)SC=3N(C(OC(C)(C)C)=O)N=2)=O)=CC=1. (2) Given the product [N:9]1([CH2:8][CH2:7][N:5]2[CH:6]=[C:2]([CH:35]=[CH2:36])[N:3]=[C:4]2[CH:14]2[CH2:19][CH2:18][N:17]([C:20]([O:22][C:23]([CH3:26])([CH3:25])[CH3:24])=[O:21])[CH2:16][CH2:15]2)[CH2:13][CH2:12][CH2:11][CH2:10]1, predict the reactants needed to synthesize it. The reactants are: Br[C:2]1[N:3]=[C:4]([CH:14]2[CH2:19][CH2:18][N:17]([C:20]([O:22][C:23]([CH3:26])([CH3:25])[CH3:24])=[O:21])[CH2:16][CH2:15]2)[N:5]([CH2:7][CH2:8][N:9]2[CH2:13][CH2:12][CH2:11][CH2:10]2)[CH:6]=1.P([O-])([O-])([O-])=O.[K+].[K+].[K+].[CH:35]1(P(C2CCCCC2)C2C=CC=CC=2C2C(OC)=CC=CC=2OC)CCCC[CH2:36]1.CC1(C)C(C)(C)OB(C=C)O1.